Dataset: Forward reaction prediction with 1.9M reactions from USPTO patents (1976-2016). Task: Predict the product of the given reaction. Given the reactants [C:16]1([CH3:21])[CH:17]=[CH:18][CH:19]=[CH:20][C:15]=1P([C:15]1[CH:20]=[CH:19][CH:18]=[CH:17][C:16]=1[CH3:21])[C:15]1[CH:20]=[CH:19][CH:18]=[CH:17][C:16]=1[CH3:21].Br[C:24]1[CH:29]=[CH:28][CH:27]=[CH:26][C:25]=1[N+:30]([O-:32])=[O:31].P([O-])([O-])([O-])=O.[K+].[K+].[K+].O1CCOC[CH2:42]1.[C:47]1([CH3:53])[CH:52]=[CH:51][CH:50]=[CH:49][CH:48]=1, predict the reaction product. The product is: [N+:30]([C:25]1[CH:26]=[CH:27][CH:28]=[CH:29][C:24]=1[C:19]1[CH:18]=[CH:17][C:16]2[C:21]3[C:52](=[CH:51][CH:50]=[CH:49][CH:48]=3)[C:47]([CH3:53])([CH3:42])[C:15]=2[CH:20]=1)([O-:32])=[O:31].